From a dataset of Reaction yield outcomes from USPTO patents with 853,638 reactions. Predict the reaction yield, written as a fraction of the theoretical maximum amount of product (1.0 means a 100% yield; for example, 0.34 means a 34% yield). (1) The reactants are [CH3:1][CH:2](O)[CH3:3].[H][H].[CH3:7][CH2:8][CH2:9][CH2:10]CC. The catalyst is O.[Pd].CCCCC.CC(C)=O.CC(=O)CC.C(O)C.CO.C(O)CC. The product is [CH4:1].[CH3:7][CH3:8].[CH3:1][CH2:2][CH3:3].[CH3:7][CH2:8][CH2:9][CH3:10]. The yield is 0.00900. (2) The reactants are [NH2:1][C:2]1[C:7]([N+:8]([O-:10])=[O:9])=[C:6]([OH:11])[N:5]=[C:4]([O:12][CH2:13][CH2:14][CH2:15][CH3:16])[N:3]=1.N1C(C)=CC(C)=CC=1C.[S:26](Cl)([C:29]1[CH:35]=[CH:34][C:32]([CH3:33])=[CH:31][CH:30]=1)(=[O:28])=[O:27].O.C(#N)C. The catalyst is C(#N)C.CCCCCC.C(Cl)Cl.O. The product is [NH2:1][C:2]1[C:7]([N+:8]([O-:10])=[O:9])=[C:6]([O:11][S:26]([C:29]2[CH:35]=[CH:34][C:32]([CH3:33])=[CH:31][CH:30]=2)(=[O:28])=[O:27])[N:5]=[C:4]([O:12][CH2:13][CH2:14][CH2:15][CH3:16])[N:3]=1. The yield is 0.520. (3) The reactants are [F:1][C:2]1[CH:10]=[C:9]([OH:11])[CH:8]=[CH:7][C:3]=1[C:4]([OH:6])=[O:5].S(=O)(=O)(O)O.[CH3:17]O. No catalyst specified. The product is [F:1][C:2]1[CH:10]=[C:9]([OH:11])[CH:8]=[CH:7][C:3]=1[C:4]([O:6][CH3:17])=[O:5]. The yield is 0.850. (4) The reactants are [F:1][C:2]1[CH:7]=[CH:6][C:5]([C@:8]2([CH2:32][C:33]([OH:36])([CH3:35])[CH3:34])[O:13][C:12](=[O:14])[N:11]([C@H:15]([C:17]3[CH:22]=[CH:21][C:20](B4OC(C)(C)C(C)(C)O4)=[CH:19][CH:18]=3)[CH3:16])[CH2:10][CH2:9]2)=[CH:4][CH:3]=1.Br[C:38]1[CH:39]=[CH:40][C:41](=[O:45])[N:42]([CH3:44])[CH:43]=1.C([O-])([O-])=O.[Cs+].[Cs+]. The catalyst is O1CCOCC1.CCOC(C)=O. The product is [F:1][C:2]1[CH:3]=[CH:4][C:5]([C@:8]2([CH2:32][C:33]([OH:36])([CH3:35])[CH3:34])[O:13][C:12](=[O:14])[N:11]([C@H:15]([C:17]3[CH:18]=[CH:19][C:20]([C:38]4[CH:39]=[CH:40][C:41](=[O:45])[N:42]([CH3:44])[CH:43]=4)=[CH:21][CH:22]=3)[CH3:16])[CH2:10][CH2:9]2)=[CH:6][CH:7]=1. The yield is 0.220. (5) The yield is 0.690. The reactants are [NH2:1][C:2]1[CH:9]=[CH:8][CH:7]=[C:6]([O:10][CH2:11][CH:12]([CH3:14])[CH3:13])[C:3]=1[C:4]#[N:5].[C:15]([O:21][CH2:22][CH3:23])(=[O:20])[CH2:16][C:17]([CH3:19])=O.Cl[Sn](Cl)(Cl)Cl. The catalyst is C1(C)C=CC=CC=1. The product is [CH2:22]([O:21][C:15]([C:16]1[C:17]([CH3:19])=[N:1][C:2]2[C:3]([C:4]=1[NH2:5])=[C:6]([O:10][CH2:11][CH:12]([CH3:14])[CH3:13])[CH:7]=[CH:8][CH:9]=2)=[O:20])[CH3:23].